Dataset: Full USPTO retrosynthesis dataset with 1.9M reactions from patents (1976-2016). Task: Predict the reactants needed to synthesize the given product. (1) Given the product [C:30]([CH2:29][C:6]1[CH:5]=[C:4]([F:3])[CH:9]=[CH:8][C:7]=1[S:10]([NH:13][C:14]1[C:23]([C:24]([O:26][CH3:27])=[O:25])=[C:22]2[C:17]([CH:18]3[CH2:28][CH:19]3[CH2:20][O:21]2)=[CH:16][CH:15]=1)(=[O:12])=[O:11])([OH:32])=[O:31], predict the reactants needed to synthesize it. The reactants are: [OH-].[Na+].[F:3][C:4]1[CH:9]=[CH:8][C:7]([S:10]([NH:13][C:14]2[C:23]([C:24]([O:26][CH3:27])=[O:25])=[C:22]3[C:17]([CH:18]4[CH2:28][CH:19]4[CH2:20][O:21]3)=[CH:16][CH:15]=2)(=[O:12])=[O:11])=[C:6]([CH2:29][C:30]([O:32]C)=[O:31])[CH:5]=1. (2) Given the product [CH2:1]([O:8][C:9]1[CH:10]=[CH:11][C:12]([C@@H:20]([O:23][Si:24]([C:27]([CH3:30])([CH3:29])[CH3:28])([CH3:26])[CH3:25])[CH2:21][NH:38][CH2:31][C:32]2[CH:37]=[CH:36][CH:35]=[CH:34][CH:33]=2)=[C:13]2[C:18]=1[NH:17][C:16](=[O:19])[CH:15]=[CH:14]2)[C:2]1[CH:7]=[CH:6][CH:5]=[CH:4][CH:3]=1, predict the reactants needed to synthesize it. The reactants are: [CH2:1]([O:8][C:9]1[CH:10]=[CH:11][C:12]([C@@H:20]([O:23][Si:24]([C:27]([CH3:30])([CH3:29])[CH3:28])([CH3:26])[CH3:25])[CH2:21]Br)=[C:13]2[C:18]=1[NH:17][C:16](=[O:19])[CH:15]=[CH:14]2)[C:2]1[CH:7]=[CH:6][CH:5]=[CH:4][CH:3]=1.[CH2:31]([NH2:38])[C:32]1[CH:37]=[CH:36][CH:35]=[CH:34][CH:33]=1. (3) Given the product [C:1]1([C:7]2[CH:12]=[C:11]([CH:13]3[CH2:14][NH:15][S:16](=[O:20])(=[O:19])[NH:17][CH2:18]3)[CH:10]=[CH:9][C:8]=2[NH:21][C:37]([C:26]2[N:27]([CH2:29][O:30][CH2:31][CH2:32][Si:33]([CH3:36])([CH3:35])[CH3:34])[CH:28]=[C:24]([C:22]#[N:23])[N:25]=2)=[O:38])[CH2:6][CH2:5][CH2:4][CH2:3][CH:2]=1, predict the reactants needed to synthesize it. The reactants are: [C:1]1([C:7]2[CH:12]=[C:11]([CH:13]3[CH2:18][NH:17][S:16](=[O:20])(=[O:19])[NH:15][CH2:14]3)[CH:10]=[CH:9][C:8]=2[NH2:21])[CH2:6][CH2:5][CH2:4][CH2:3][CH:2]=1.[C:22]([C:24]1[N:25]=[C:26]([C:37](O)=[O:38])[N:27]([CH2:29][O:30][CH2:31][CH2:32][Si:33]([CH3:36])([CH3:35])[CH3:34])[CH:28]=1)#[N:23].[K+].C(C1N=C(C([O-])=O)N(COCC[Si](C)(C)C)C=1)#N. (4) Given the product [F:1][C:2]1[CH:3]=[C:4]([C@:13]2([NH:23][C:24](=[O:36])[NH:25][C:26]3[CH:35]=[CH:34][CH:33]=[CH:32][C:27]=3[C:28]([OH:30])=[O:29])[C:18]3=[N:19][CH:20]=[CH:21][CH:22]=[C:17]3[O:16][CH2:15][CH2:14]2)[CH:5]=[CH:6][C:7]=1[O:8][C:9]([F:12])([F:10])[F:11], predict the reactants needed to synthesize it. The reactants are: [F:1][C:2]1[CH:3]=[C:4]([C@:13]2([NH:23][C:24](=[O:36])[NH:25][C:26]3[CH:35]=[CH:34][CH:33]=[CH:32][C:27]=3[C:28]([O:30]C)=[O:29])[C:18]3=[N:19][CH:20]=[CH:21][CH:22]=[C:17]3[O:16][CH2:15][CH2:14]2)[CH:5]=[CH:6][C:7]=1[O:8][C:9]([F:12])([F:11])[F:10].[Li+].[OH-].Cl. (5) Given the product [C:1]([O:5][C:6](=[O:7])[NH:8][C:9]1[CH:14]=[CH:13][CH:12]=[CH:11][C:10]=1[Sn:20]([CH2:25][CH2:26][CH2:27][CH3:28])([CH2:29][CH2:30][CH2:31][CH3:32])[CH2:21][CH2:22][CH2:23][CH3:24])([CH3:4])([CH3:2])[CH3:3], predict the reactants needed to synthesize it. The reactants are: [C:1]([O:5][C:6]([NH:8][C:9]1[CH:14]=[CH:13][CH:12]=[CH:11][CH:10]=1)=[O:7])([CH3:4])([CH3:3])[CH3:2].[Li]C(C)(C)C.[Sn:20](Cl)([CH2:29][CH2:30][CH2:31][CH3:32])([CH2:25][CH2:26][CH2:27][CH3:28])[CH2:21][CH2:22][CH2:23][CH3:24].C([O-])(O)=O.[Na+]. (6) Given the product [Cl:11][C:9]1[CH:8]=[CH:7][C:3]([C:4]([OH:6])=[O:5])=[C:2]([O:21][CH2:20][C:19]([F:23])([F:22])[F:18])[N:10]=1, predict the reactants needed to synthesize it. The reactants are: Cl[C:2]1[N:10]=[C:9]([Cl:11])[CH:8]=[CH:7][C:3]=1[C:4]([OH:6])=[O:5].CC(C)([O-])C.[K+].[F:18][C:19]([F:23])([F:22])[CH2:20][OH:21]. (7) Given the product [CH2:7]([O:6][P:4](/[CH:9]=[CH:10]/[C:11]1[C:12]([O:22][CH2:23][C:24]2[CH:49]=[CH:48][C:27]([O:28][CH2:29][C:30]3[N:31]=[C:32]([C:36]4[CH:37]=[CH:38][C:39]([O:46][CH3:47])=[C:40]([CH:45]=4)[C:41]([OH:43])=[O:42])[O:33][C:34]=3[CH3:35])=[C:26]([O:50][CH3:51])[CH:25]=2)=[N:13][N:14]([C:16]2[CH:17]=[CH:18][CH:19]=[CH:20][CH:21]=2)[CH:15]=1)([O:3][CH2:1][CH3:2])=[O:5])[CH3:8], predict the reactants needed to synthesize it. The reactants are: [CH2:1]([O:3][P:4](/[CH:9]=[CH:10]/[C:11]1[C:12]([O:22][CH2:23][C:24]2[CH:49]=[CH:48][C:27]([O:28][CH2:29][C:30]3[N:31]=[C:32]([C:36]4[CH:37]=[CH:38][C:39]([O:46][CH3:47])=[C:40]([CH:45]=4)[C:41]([O:43]C)=[O:42])[O:33][C:34]=3[CH3:35])=[C:26]([O:50][CH3:51])[CH:25]=2)=[N:13][N:14]([C:16]2[CH:21]=[CH:20][CH:19]=[CH:18][CH:17]=2)[CH:15]=1)([O:6][CH2:7][CH3:8])=[O:5])[CH3:2].O1CCCC1.[OH-].[Na+].Cl. (8) Given the product [CH2:28]([O:27][C:24]1[CH:23]=[CH:22][C:21]([C:12]2([C:14]3[CH:19]=[CH:18][C:17]([O:20][CH2:41][CH:39]=[CH2:38])=[CH:16][CH:15]=3)[C:11]3[CH:10]=[CH:9][CH:8]=[CH:7][C:6]=3[C:5]3[C:13]2=[CH:1][CH:2]=[CH:3][CH:4]=3)=[CH:26][CH:25]=1)[CH:29]=[CH2:30], predict the reactants needed to synthesize it. The reactants are: [CH:1]1[C:13]2[C:12]([C:21]3[CH:26]=[CH:25][C:24]([OH:27])=[CH:23][CH:22]=3)([C:14]3[CH:19]=[CH:18][C:17]([OH:20])=[CH:16][CH:15]=3)[C:11]3[C:6](=[CH:7][CH:8]=[CH:9][CH:10]=3)[C:5]=2[CH:4]=[CH:3][CH:2]=1.[CH2:28](Br)[CH:29]=[CH2:30].C([O-])([O-])=O.[K+].[K+].[CH3:38][C:39]([CH3:41])=O.